Task: Predict the reactants needed to synthesize the given product.. Dataset: Full USPTO retrosynthesis dataset with 1.9M reactions from patents (1976-2016) (1) Given the product [CH2:1]([SiH:8]([Cl:10])[Cl:9])[C:2]1[CH:7]=[CH:6][CH:5]=[CH:4][CH:3]=1, predict the reactants needed to synthesize it. The reactants are: [CH2:1]([Si:8](Cl)([Cl:10])[Cl:9])[C:2]1[CH:7]=[CH:6][CH:5]=[CH:4][CH:3]=1.C[SiH](Cl)Cl.[Cl-].C([P+](CC)(CC)CC)C1C=CC=CC=1. (2) Given the product [OH:4][CH2:5][C@@H:6]1[C@@H:11]([OH:12])[C@H:10]([OH:16])[C@H:9]([OH:17])[C@@H:8]([C:18]2[CH:19]=[CH:20][C:21]([O:24][C:25]3[CH:30]=[CH:29][CH:28]=[CH:27][CH:26]=3)=[CH:22][CH:23]=2)[O:7]1, predict the reactants needed to synthesize it. The reactants are: C([O:4][CH2:5][C@@H:6]1[C@@H:11]([O:12]C(=O)C)[C@H:10]([OH:16])[C@H:9]([OH:17])[C@@H:8]([C:18]2[CH:23]=[CH:22][C:21]([OH:24])=[CH:20][CH:19]=2)[O:7]1)(=O)C.[C:25]1(B(O)O)[CH:30]=[CH:29][CH:28]=[CH:27][CH:26]=1. (3) Given the product [CH3:29][O:28][C:21]1[CH:22]=[C:23]([O:26][CH3:27])[CH:24]=[CH:25][C:20]=1[C:19]1[N:14]([CH2:13][CH2:12][N:11]=[C:38]([NH2:39])[NH2:33])[C:15](=[S:31])[NH:16][C:17](=[O:30])[CH:18]=1, predict the reactants needed to synthesize it. The reactants are: C(N(C(C)C)CC)(C)C.Cl.[NH2:11][CH2:12][CH2:13][N:14]1[C:19]([C:20]2[CH:25]=[CH:24][C:23]([O:26][CH3:27])=[CH:22][C:21]=2[O:28][CH3:29])=[CH:18][C:17](=[O:30])[NH:16][C:15]1=[S:31].Cl.[N:33]1([C:38](N)=[NH:39])C=CC=N1. (4) Given the product [CH3:1][O:2][C:3](=[O:27])[CH2:4][CH2:5][CH2:6][CH2:7][CH2:8][O:9][C:10]1[CH:11]=[CH:12][C:13]2[N:17]=[C:16]([S:40][C:34]3[CH:39]=[CH:38][CH:37]=[CH:36][CH:35]=3)[N:15]([C:19]3[CH:24]=[CH:23][C:22]([CH3:25])=[CH:21][CH:20]=3)[C:14]=2[CH:26]=1, predict the reactants needed to synthesize it. The reactants are: [CH3:1][O:2][C:3](=[O:27])[CH2:4][CH2:5][CH2:6][CH2:7][CH2:8][O:9][C:10]1[CH:11]=[CH:12][C:13]2[N:17]=[C:16](Cl)[N:15]([C:19]3[CH:24]=[CH:23][C:22]([CH3:25])=[CH:21][CH:20]=3)[C:14]=2[CH:26]=1.C(=O)([O-])[O-].[K+].[K+].[C:34]1([SH:40])[CH:39]=[CH:38][CH:37]=[CH:36][CH:35]=1.[Cl-].[NH4+]. (5) Given the product [OH:8][C:5]1[CH:6]=[CH:7][C:2]([NH:1][C:18]([CH2:21][O:22][C:23]2[CH:36]=[CH:35][C:26]([CH2:27][CH:28]3[S:32][C:31](=[O:33])[NH:30][C:29]3=[O:34])=[CH:25][CH:24]=2)=[O:19])=[C:3]([N:9]([CH3:17])[C:10](=[O:16])[O:11][C:12]([CH3:13])([CH3:14])[CH3:15])[CH:4]=1, predict the reactants needed to synthesize it. The reactants are: [NH2:1][C:2]1[CH:7]=[CH:6][C:5]([OH:8])=[CH:4][C:3]=1[N:9]([CH3:17])[C:10](=[O:16])[O:11][C:12]([CH3:15])([CH3:14])[CH3:13].[C:18]([CH2:21][O:22][C:23]1[CH:36]=[CH:35][C:26]([CH2:27][CH:28]2[S:32][C:31](=[O:33])[NH:30][C:29]2=[O:34])=[CH:25][CH:24]=1)(O)=[O:19].C(P(=O)(OCC)OCC)#N.C(N(CC)CC)C. (6) Given the product [CH2:1]([O:3][C:4]([C:6]1[C:10]([CH3:11])=[C:9]([C:12]2[CH:17]=[CH:16][CH:15]=[C:14]([NH2:18])[C:13]=2[O:21][CH3:22])[N:8]([CH3:23])[C:7]=1[CH3:24])=[O:5])[CH3:2], predict the reactants needed to synthesize it. The reactants are: [CH2:1]([O:3][C:4]([C:6]1[C:10]([CH3:11])=[C:9]([C:12]2[CH:17]=[CH:16][CH:15]=[C:14]([N+:18]([O-])=O)[C:13]=2[O:21][CH3:22])[N:8]([CH3:23])[C:7]=1[CH3:24])=[O:5])[CH3:2].C(N)=O.